Task: Predict the reactants needed to synthesize the given product.. Dataset: Full USPTO retrosynthesis dataset with 1.9M reactions from patents (1976-2016) (1) Given the product [Br:1][CH2:23][C:22]([C:25]1[CH:32]=[CH:31][C:28]([C:29]#[N:30])=[CH:27][N:26]=1)=[O:24], predict the reactants needed to synthesize it. The reactants are: [Br-:1].[Br-].[Br-].[NH+]1C=CC=CC=1.[NH+]1C=CC=CC=1.[NH+]1C=CC=CC=1.[C:22]([C:25]1[CH:32]=[CH:31][C:28]([C:29]#[N:30])=[CH:27][N:26]=1)(=[O:24])[CH3:23]. (2) Given the product [F:20][C:7]([F:6])([F:19])[C:8]1[CH:9]=[C:10]2[C:15](=[CH:16][CH:17]=1)[N:14]=[CH:13][CH:12]=[C:11]2[NH:18][C:22](=[O:23])[O:24][CH2:25][C:26]1[CH:31]=[CH:30][CH:29]=[CH:28][CH:27]=1, predict the reactants needed to synthesize it. The reactants are: C(=O)(O)[O-].[Na+].[F:6][C:7]([F:20])([F:19])[C:8]1[CH:9]=[C:10]2[C:15](=[CH:16][CH:17]=1)[N:14]=[CH:13][CH:12]=[C:11]2[NH2:18].Cl[C:22]([O:24][CH2:25][C:26]1[CH:31]=[CH:30][CH:29]=[CH:28][CH:27]=1)=[O:23]. (3) The reactants are: [CH3:1][C:2]1([CH2:8][OH:9])[CH2:7][CH2:6][CH2:5][CH2:4][CH2:3]1.[Cl:10][C:11]1[C:12](F)=[CH:13][C:14]([F:24])=[C:15]([CH:23]=1)[C:16]([O:18][C:19]([CH3:22])([CH3:21])[CH3:20])=[O:17].C(=O)([O-])[O-].[Cs+].[Cs+]. Given the product [Cl:10][C:11]1[C:12]([O:9][CH2:8][C:2]2([CH3:1])[CH2:7][CH2:6][CH2:5][CH2:4][CH2:3]2)=[CH:13][C:14]([F:24])=[C:15]([CH:23]=1)[C:16]([O:18][C:19]([CH3:20])([CH3:21])[CH3:22])=[O:17], predict the reactants needed to synthesize it. (4) Given the product [NH:13]1[C:14]2[CH:19]=[CH:18][CH:17]=[CH:16][C:15]=2[N:11]=[C:12]1[C@H:8]([NH:9][C:10]([NH:36][CH2:35][C:29]1([C:23]2[CH:24]=[CH:25][CH:26]=[CH:27][CH:28]=2)[CH2:30][CH2:31][CH2:32][CH2:33][CH2:34]1)=[O:20])[CH2:7][C:6]1[CH:21]=[CH:22][C:3]([O:2][CH3:1])=[CH:4][CH:5]=1, predict the reactants needed to synthesize it. The reactants are: [CH3:1][O:2][C:3]1[CH:22]=[CH:21][C:6]([CH2:7][C@@H:8]2[C:12]3=[N:13][C:14]4[CH:19]=[CH:18][CH:17]=[CH:16][C:15]=4[N:11]3[C:10](=[O:20])[NH:9]2)=[CH:5][CH:4]=1.[C:23]1([C:29]2([CH2:35][NH2:36])[CH2:34][CH2:33][CH2:32][CH2:31][CH2:30]2)[CH:28]=[CH:27][CH:26]=[CH:25][CH:24]=1.C(O)(C(F)(F)F)=O. (5) Given the product [CH3:1][C:2]1[CH:16]=[C:15]([CH3:17])[CH:14]=[CH:13][C:3]=1[O:4][C:5]1[CH:12]=[CH:11][C:8]([CH2:9][NH2:10])=[CH:7][CH:6]=1, predict the reactants needed to synthesize it. The reactants are: [CH3:1][C:2]1[CH:16]=[C:15]([CH3:17])[CH:14]=[CH:13][C:3]=1[O:4][C:5]1[CH:12]=[CH:11][C:8]([C:9]#[N:10])=[CH:7][CH:6]=1.C1COCC1.[H-].[Al+3].[Li+].[H-].[H-].[H-].[OH-].[Na+]. (6) Given the product [Cl:1][C:2]1[CH:3]=[CH:4][C:5]([O:28][CH2:29][CH:30]([CH3:32])[CH3:31])=[C:6]([CH2:8][C:9]2[N:14]=[C:13]([C:15]3[NH:19][C:18]4[CH:20]=[CH:21][C:22]([CH2:24][OH:25])=[CH:23][C:17]=4[N:16]=3)[CH:12]=[CH:11][CH:10]=2)[CH:7]=1, predict the reactants needed to synthesize it. The reactants are: [Cl:1][C:2]1[CH:3]=[CH:4][C:5]([O:28][CH2:29][CH:30]([CH3:32])[CH3:31])=[C:6]([CH2:8][C:9]2[N:14]=[C:13]([C:15]3[NH:19][C:18]4[CH:20]=[CH:21][C:22]([C:24](OC)=[O:25])=[CH:23][C:17]=4[N:16]=3)[CH:12]=[CH:11][CH:10]=2)[CH:7]=1.[H-].[H-].[H-].[H-].[Li+].[Al+3].